From a dataset of Peptide-MHC class I binding affinity with 185,985 pairs from IEDB/IMGT. Regression. Given a peptide amino acid sequence and an MHC pseudo amino acid sequence, predict their binding affinity value. This is MHC class I binding data. (1) The peptide sequence is TFANGGVATML. The MHC is H-2-Kd with pseudo-sequence H-2-Kd. The binding affinity (normalized) is 0.524. (2) The peptide sequence is DTGCRIDGY. The MHC is HLA-B15:09 with pseudo-sequence HLA-B15:09. The binding affinity (normalized) is 0.0847.